From a dataset of Peptide-MHC class I binding affinity with 185,985 pairs from IEDB/IMGT. Regression. Given a peptide amino acid sequence and an MHC pseudo amino acid sequence, predict their binding affinity value. This is MHC class I binding data. The peptide sequence is RRQGNIYPK. The MHC is HLA-A69:01 with pseudo-sequence HLA-A69:01. The binding affinity (normalized) is 0.0847.